This data is from Forward reaction prediction with 1.9M reactions from USPTO patents (1976-2016). The task is: Predict the product of the given reaction. The product is: [Cl:18][C:19]1[CH:24]=[C:23]([NH:5][CH2:4][C:3]2[CH:6]=[CH:7][C:8]([Cl:10])=[CH:9][C:2]=2[Cl:1])[N:22]2[N:26]=[CH:27][CH:28]=[C:21]2[N:20]=1. Given the reactants [Cl:1][C:2]1[CH:9]=[C:8]([Cl:10])[CH:7]=[CH:6][C:3]=1[CH2:4][NH2:5].C(N(CC)CC)C.[Cl:18][C:19]1[CH:24]=[C:23](Cl)[N:22]2[N:26]=[CH:27][CH:28]=[C:21]2[N:20]=1.C(=O)(O)[O-].[Na+], predict the reaction product.